From a dataset of Full USPTO retrosynthesis dataset with 1.9M reactions from patents (1976-2016). Predict the reactants needed to synthesize the given product. (1) Given the product [CH3:3][O:4][C:5]1[CH:6]=[C:7]2[C:12](=[CH:13][CH:14]=1)[C:11](=[CH2:17])[CH2:10][CH2:9][CH2:8]2, predict the reactants needed to synthesize it. The reactants are: [H-].[Na+].[CH3:3][O:4][C:5]1[CH:6]=[C:7]2[C:12](=[CH:13][CH:14]=1)[C:11](=O)[CH2:10][CH2:9][CH2:8]2.O.[CH2:17]1COCC1. (2) Given the product [CH2:7]([N:14]1[CH2:19][CH2:18][C:17]([C:21]#[N:22])([N:1]2[CH2:6][CH2:5][O:4][CH2:3][CH2:2]2)[CH2:16][CH2:15]1)[C:8]1[CH:13]=[CH:12][CH:11]=[CH:10][CH:9]=1, predict the reactants needed to synthesize it. The reactants are: [NH:1]1[CH2:6][CH2:5][O:4][CH2:3][CH2:2]1.[CH2:7]([N:14]1[CH2:19][CH2:18][C:17](=O)[CH2:16][CH2:15]1)[C:8]1[CH:13]=[CH:12][CH:11]=[CH:10][CH:9]=1.[C-:21]#[N:22].[K+].O. (3) Given the product [CH3:25][O:26][C:27]1[N:32]=[C:31]([O:33][CH3:34])[C:30]([C:35]2[CH:44]=[C:43]3[C:38]([C:39]([NH:13][C:11]4[CH:12]=[C:7]([NH:6][S:3]([C:2]([F:22])([F:21])[F:1])(=[O:5])=[O:4])[CH:8]=[C:9]([C:16]5[CH:20]=[CH:19][O:18][CH:17]=5)[CH:10]=4)=[C:40]([C:45]([NH2:47])=[O:46])[CH:41]=[N:42]3)=[CH:37][CH:36]=2)=[CH:29][N:28]=1, predict the reactants needed to synthesize it. The reactants are: [F:1][C:2]([F:22])([F:21])[S:3]([NH:6][C:7]1[CH:12]=[C:11]([N+:13]([O-])=O)[CH:10]=[C:9]([C:16]2[CH:20]=[CH:19][O:18][CH:17]=2)[CH:8]=1)(=[O:5])=[O:4].[H][H].[CH3:25][O:26][C:27]1[N:32]=[C:31]([O:33][CH3:34])[C:30]([C:35]2[CH:44]=[C:43]3[C:38]([C:39](Cl)=[C:40]([C:45]([NH2:47])=[O:46])[CH:41]=[N:42]3)=[CH:37][CH:36]=2)=[CH:29][N:28]=1. (4) Given the product [CH2:16]([C:13]1[CH:14]=[CH:15][C:10]([C:7]2[CH:8]=[CH:9][C:4]([NH2:1])=[CH:5][CH:6]=2)=[CH:11][CH:12]=1)[CH2:17][CH2:18][CH2:19][CH2:20][CH2:21][CH2:22][CH3:23], predict the reactants needed to synthesize it. The reactants are: [N+:1]([C:4]1[CH:9]=[CH:8][C:7]([C:10]2[CH:15]=[CH:14][C:13]([CH2:16][CH2:17][CH2:18][CH2:19][CH2:20][CH2:21][CH2:22][CH3:23])=[CH:12][CH:11]=2)=[CH:6][CH:5]=1)([O-])=O.C1COCC1. (5) Given the product [Br:1][C:2]1[CH:7]=[CH:6][C:5]([C:8]2[N:19]([CH2:20][C@@H:21]3[CH2:25][CH2:24][N:23]([C:26]([CH:28]4[CH2:30][CH2:29]4)=[O:27])[CH2:22]3)[C:17](=[O:18])[C:12]3[CH:13]=[N:14][N:15]([CH3:16])[C:11]=3[N:10]=2)=[C:4]([F:31])[CH:3]=1, predict the reactants needed to synthesize it. The reactants are: [Br:1][C:2]1[CH:7]=[CH:6][C:5]([C:8]([NH:10][C:11]2[N:15]([CH3:16])[N:14]=[CH:13][C:12]=2[C:17]([NH:19][CH2:20][C@@H:21]2[CH2:25][CH2:24][N:23]([C:26]([CH:28]3[CH2:30][CH2:29]3)=[O:27])[CH2:22]2)=[O:18])=O)=[C:4]([F:31])[CH:3]=1. (6) Given the product [CH3:1][CH:2]([NH:12][C:13]([CH3:14])([CH3:16])[CH3:15])[C:3]([C:5]1[CH:6]=[CH:7][CH:8]=[C:9]([Cl:11])[CH:10]=1)=[O:4], predict the reactants needed to synthesize it. The reactants are: [CH3:1][CH:2]([NH:12][C:13]([CH3:16])([CH3:15])[CH3:14])[C:3]([C:5]1[CH:6]=[CH:7][CH:8]=[C:9]([Cl:11])[CH:10]=1)=[O:4].Cl.Br. (7) Given the product [N:10]1[C:3]([C:4]([O:6][CH2:7][CH3:8])=[O:5])=[CH:2][N:16]2[CH:15]=[CH:14][N:13]=[CH:12][C:11]=12, predict the reactants needed to synthesize it. The reactants are: Br[CH2:2][C:3](=O)[C:4]([O:6][CH2:7][CH3:8])=[O:5].[NH2:10][C:11]1[CH:12]=[N:13][CH:14]=[CH:15][N:16]=1. (8) Given the product [OH:28][C:21]1[C:20]([CH2:19][NH:18][C:13](=[O:15])[C:12]2[CH:11]=[CH:10][C:9]([S:7]([C:1]3[CH:2]=[CH:3][CH:4]=[CH:5][CH:6]=3)=[O:8])=[CH:17][CH:16]=2)=[C:25]([CH3:26])[CH:24]=[C:23]([CH3:27])[N:22]=1, predict the reactants needed to synthesize it. The reactants are: [C:1]1([S:7]([C:9]2[CH:17]=[CH:16][C:12]([C:13]([OH:15])=O)=[CH:11][CH:10]=2)=[O:8])[CH:6]=[CH:5][CH:4]=[CH:3][CH:2]=1.[NH2:18][CH2:19][C:20]1[C:21]([OH:28])=[N:22][C:23]([CH3:27])=[CH:24][C:25]=1[CH3:26].CN(C(ON1N=NC2C=CC=NC1=2)=[N+](C)C)C.F[P-](F)(F)(F)(F)F.C(N(CC)CC)C.